Dataset: Full USPTO retrosynthesis dataset with 1.9M reactions from patents (1976-2016). Task: Predict the reactants needed to synthesize the given product. (1) Given the product [NH3:8].[CH2:1]([N:8]1[CH2:9][C@@H:10]([C:16]2[CH:17]=[CH:18][C:19]([O:22][CH3:23])=[CH:20][CH:21]=2)[C@H:11]([NH2:13])[CH2:12]1)[C:2]1[CH:3]=[CH:4][CH:5]=[CH:6][CH:7]=1, predict the reactants needed to synthesize it. The reactants are: [CH2:1]([N:8]1[CH2:12][C@@H:11]([N+:13]([O-])=O)[C@H:10]([C:16]2[CH:21]=[CH:20][C:19]([O:22][CH3:23])=[CH:18][CH:17]=2)[CH2:9]1)[C:2]1[CH:7]=[CH:6][CH:5]=[CH:4][CH:3]=1. (2) Given the product [C:12]([O:16][C:17]([N:19]1[CH2:24][CH2:23][N:22]([C:25]([C:26]2[CH:31]=[CH:30][C:29]([C:32]3[CH:37]=[CH:36][CH:35]=[CH:34][N+:33]=3[O-:9])=[CH:28][CH:27]=2)=[O:38])[CH2:21][CH2:20]1)=[O:18])([CH3:15])([CH3:13])[CH3:14], predict the reactants needed to synthesize it. The reactants are: ClC1C=CC=C(C(OO)=[O:9])C=1.[C:12]([O:16][C:17]([N:19]1[CH2:24][CH2:23][N:22]([C:25](=[O:38])[C:26]2[CH:31]=[CH:30][C:29]([C:32]3[CH:37]=[CH:36][CH:35]=[CH:34][N:33]=3)=[CH:28][CH:27]=2)[CH2:21][CH2:20]1)=[O:18])([CH3:15])([CH3:14])[CH3:13].S([O-])([O-])(=O)=S.[Na+].[Na+].